Dataset: Full USPTO retrosynthesis dataset with 1.9M reactions from patents (1976-2016). Task: Predict the reactants needed to synthesize the given product. (1) Given the product [ClH:1].[ClH:1].[Cl:1][C:2]1[CH:3]=[CH:4][C:5]([NH:8][C:9](=[O:41])[C:10]2[CH:15]=[CH:14][CH:13]=[C:12]([OH:16])[C:11]=2[NH:17][C:18](=[O:40])[C:19]2[CH:24]=[CH:23][C:22]([C:25]3[C:26](=[O:39])[N:27]([CH2:31][CH2:32][N:33]4[CH2:34][CH2:35][N:36]([CH3:44])[CH2:37][CH2:38]4)[CH:28]=[CH:29][CH:30]=3)=[CH:21][CH:20]=2)=[N:6][CH:7]=1, predict the reactants needed to synthesize it. The reactants are: [Cl:1][C:2]1[CH:3]=[CH:4][C:5]([NH:8][C:9](=[O:41])[C:10]2[CH:15]=[CH:14][CH:13]=[C:12]([OH:16])[C:11]=2[NH:17][C:18](=[O:40])[C:19]2[CH:24]=[CH:23][C:22]([C:25]3[C:26](=[O:39])[N:27]([CH2:31][CH2:32][N:33]4[CH2:38][CH2:37][NH:36][CH2:35][CH2:34]4)[CH:28]=[CH:29][CH:30]=3)=[CH:21][CH:20]=2)=[N:6][CH:7]=1.C=O.[C:44](O[BH-](OC(=O)C)OC(=O)C)(=O)C.[Na+].C(=O)([O-])O.[Na+]. (2) Given the product [CH:1]1([CH2:7][N:8]2[C:12]([C:13]3[CH:18]=[C:17]([C:19]([CH3:22])([CH3:20])[CH3:21])[CH:16]=[C:15]([C:23]([CH3:24])([CH3:25])[CH3:26])[CH:14]=3)=[CH:11][C:10]([S:27]([NH:30][CH2:43][CH3:44])(=[O:29])=[O:28])=[C:9]2[CH3:31])[CH2:2][CH2:3][CH2:4][CH2:5][CH2:6]1, predict the reactants needed to synthesize it. The reactants are: [CH:1]1([CH2:7][N:8]2[C:12]([C:13]3[CH:18]=[C:17]([C:19]([CH3:22])([CH3:21])[CH3:20])[CH:16]=[C:15]([C:23]([CH3:26])([CH3:25])[CH3:24])[CH:14]=3)=[CH:11][C:10]([S:27]([NH2:30])(=[O:29])=[O:28])=[C:9]2[CH3:31])[CH2:6][CH2:5][CH2:4][CH2:3][CH2:2]1.[Li+].C[Si]([N-][Si](C)(C)C)(C)C.I[CH2:43][CH3:44]. (3) Given the product [CH2:19]([N:3]1[C:4]([C:11]2[CH:16]=[CH:15][CH:14]=[CH:13][CH:12]=2)=[CH:5][C:6]([C:7]([O:9][CH3:10])=[O:8])=[C:2]1[Cl:1])[C:20]1[CH:25]=[CH:24][CH:23]=[CH:22][CH:21]=1, predict the reactants needed to synthesize it. The reactants are: [Cl:1][C:2]1[NH:3][C:4]([C:11]2[CH:16]=[CH:15][CH:14]=[CH:13][CH:12]=2)=[CH:5][C:6]=1[C:7]([O:9][CH3:10])=[O:8].[H-].[Na+].[CH2:19](Br)[C:20]1[CH:25]=[CH:24][CH:23]=[CH:22][CH:21]=1.O. (4) The reactants are: Br[C:2]1[CH:7]=[CH:6][CH:5]=[CH:4][N:3]=1.[Li]CCCC.[F:13][C:14]1[CH:19]=[CH:18][C:17]([N:20]2[C:24]3[CH:25]=[C:26]4[C@:31]([C:33](OC)=[O:34])([CH2:32][C:23]=3[CH:22]=[N:21]2)[CH2:30][N:29]([C:37]([O:39][C:40]([CH3:43])([CH3:42])[CH3:41])=[O:38])[CH2:28][CH2:27]4)=[CH:16][CH:15]=1. Given the product [F:13][C:14]1[CH:19]=[CH:18][C:17]([N:20]2[C:24]3[CH:25]=[C:26]4[C@:31]([C:33](=[O:34])[C:2]5[CH:7]=[CH:6][CH:5]=[CH:4][N:3]=5)([CH2:32][C:23]=3[CH:22]=[N:21]2)[CH2:30][N:29]([C:37]([O:39][C:40]([CH3:42])([CH3:41])[CH3:43])=[O:38])[CH2:28][CH2:27]4)=[CH:16][CH:15]=1, predict the reactants needed to synthesize it. (5) The reactants are: [C:1](Cl)([O:3][CH2:4][C:5]1[CH:10]=[CH:9][CH:8]=[CH:7][CH:6]=1)=[O:2].[CH2:12]([N:19]1[C:23](=[O:24])[CH:22]=[CH:21][C:20]1=[O:25])[C:13]1[CH:18]=[CH:17][CH:16]=[CH:15][CH:14]=1.[F:26][C:27]1[CH:39]=[CH:38][C:30]([CH:31]=[N:32][CH2:33][Si](C)(C)C)=[C:29]([CH3:40])[CH:28]=1. Given the product [CH2:4]([O:3][C:1]([N:32]1[CH2:33][CH:22]2[CH:21]([C:20](=[O:25])[N:19]([CH2:12][C:13]3[CH:14]=[CH:15][CH:16]=[CH:17][CH:18]=3)[C:23]2=[O:24])[CH:31]1[C:30]1[CH:38]=[CH:39][C:27]([F:26])=[CH:28][C:29]=1[CH3:40])=[O:2])[C:5]1[CH:10]=[CH:9][CH:8]=[CH:7][CH:6]=1, predict the reactants needed to synthesize it. (6) Given the product [Cl:1][C:2]1[CH:7]=[CH:6][C:5]([N:8]([CH2:27][C:26]#[CH:25])[S:9]([C:12]([F:15])([F:13])[F:14])(=[O:10])=[O:11])=[C:4]([O:16][C:17]2[CH:22]=[CH:21][C:20]([Cl:23])=[CH:19][C:18]=2[Cl:24])[CH:3]=1, predict the reactants needed to synthesize it. The reactants are: [Cl:1][C:2]1[CH:7]=[CH:6][C:5]([NH:8][S:9]([C:12]([F:15])([F:14])[F:13])(=[O:11])=[O:10])=[C:4]([O:16][C:17]2[CH:22]=[CH:21][C:20]([Cl:23])=[CH:19][C:18]=2[Cl:24])[CH:3]=1.[CH2:25](Cl)[C:26]#[CH:27].C(=O)([O-])[O-].[K+].[K+].[I-].[Na+]. (7) Given the product [OH:27][CH2:28][C:29]([NH:32][S:33]([C:36]1[CH:37]=[N:38][CH:39]=[C:40]([C:10]2[CH:11]=[CH:12][CH:13]=[C:8]([C:6]3[CH:5]=[C:4]([C:17]4[CH:18]=[CH:19][C:20]([C:23]([F:25])([F:24])[F:26])=[CH:21][CH:22]=4)[CH:3]=[C:2]([CH3:1])[N:7]=3)[CH:9]=2)[CH:41]=1)(=[O:35])=[O:34])([CH3:31])[CH3:30], predict the reactants needed to synthesize it. The reactants are: [CH3:1][C:2]1[N:7]=[C:6]([C:8]2[CH:9]=[C:10](B(O)O)[CH:11]=[CH:12][CH:13]=2)[CH:5]=[C:4]([C:17]2[CH:22]=[CH:21][C:20]([C:23]([F:26])([F:25])[F:24])=[CH:19][CH:18]=2)[CH:3]=1.[OH:27][CH2:28][C:29]([NH:32][S:33]([C:36]1[CH:37]=[N:38][CH:39]=[C:40](Br)[CH:41]=1)(=[O:35])=[O:34])([CH3:31])[CH3:30]. (8) The reactants are: [N:1]1O[C:3]([O-])=[C:4]2[CH2:8][CH2:7][CH2:6][N+:5]=12.[C:10]([O:14][CH2:15][CH3:16])(=[O:13])C#C.[C:17]1(C)C(C)=CC=CC=1. Given the product [N:1]1[N:5]2[CH2:6][CH2:7][CH2:8][C:4]2=[C:3]([C:10]([O:14][CH2:15][CH3:16])=[O:13])[CH:17]=1, predict the reactants needed to synthesize it. (9) Given the product [F:38][C:33]([P:39]([C:40]([F:45])([F:46])[C:41]([F:43])([F:44])[F:42])(=[O:54])[O:31][CH2:30][CH2:29][O:28][CH2:25][CH:26]=[CH2:27])([F:32])[C:34]([F:37])([F:36])[F:35], predict the reactants needed to synthesize it. The reactants are: [F-].[K+].P(C(C(F)(F)F)(F)F)(C(C(F)(F)F)(F)F)C(C(F)(F)F)(F)F.[CH2:25]([O:28][CH2:29][CH2:30][OH:31])[CH:26]=[CH2:27].[F:32][C:33]([P:39](=[O:54])(C(F)(F)C(F)(F)F)[C:40]([F:46])([F:45])[C:41]([F:44])([F:43])[F:42])([F:38])[C:34]([F:37])([F:36])[F:35].